From a dataset of Reaction yield outcomes from USPTO patents with 853,638 reactions. Predict the reaction yield, written as a fraction of the theoretical maximum amount of product (1.0 means a 100% yield; for example, 0.34 means a 34% yield). (1) The reactants are [F:1][C:2]1[CH:7]=[CH:6][C:5]([C:8]2[C:9]3[CH:21]=[CH:20][C:19](=[O:22])[N:18]([C:23]4[CH:28]=[CH:27][CH:26]=[CH:25][C:24]=4[CH3:29])[C:10]=3[N:11]=[C:12](S(C)(=O)=O)[N:13]=2)=[C:4]([CH3:30])[CH:3]=1.[NH2:31][CH2:32][C:33]([CH3:36])([OH:35])[CH3:34]. No catalyst specified. The product is [F:1][C:2]1[CH:7]=[CH:6][C:5]([C:8]2[C:9]3[CH:21]=[CH:20][C:19](=[O:22])[N:18]([C:23]4[CH:28]=[CH:27][CH:26]=[CH:25][C:24]=4[CH3:29])[C:10]=3[N:11]=[C:12]([NH:31][CH2:32][C:33]([OH:35])([CH3:36])[CH3:34])[N:13]=2)=[C:4]([CH3:30])[CH:3]=1. The yield is 0.790. (2) The reactants are [OH-].[Na+].[C:3]([C:11]1[CH:12]=[C:13](/[C:17](=[N:23]/[O:24][CH2:25][C:26]2[CH:31]=[CH:30][C:29]([O:32][CH2:33][C:34]3[N:35]=[C:36]([C:40]4[CH:45]=[CH:44][CH:43]=[CH:42][CH:41]=4)[O:37][C:38]=3[CH3:39])=[CH:28][CH:27]=2)/[C:18]([O:20]CC)=[O:19])[CH:14]=[CH:15][CH:16]=1)(=[O:10])[C:4]1[CH:9]=[CH:8][CH:7]=[CH:6][CH:5]=1.CO.Cl. The catalyst is O1CCCC1. The product is [C:3]([C:11]1[CH:12]=[C:13](/[C:17](=[N:23]/[O:24][CH2:25][C:26]2[CH:31]=[CH:30][C:29]([O:32][CH2:33][C:34]3[N:35]=[C:36]([C:40]4[CH:41]=[CH:42][CH:43]=[CH:44][CH:45]=4)[O:37][C:38]=3[CH3:39])=[CH:28][CH:27]=2)/[C:18]([OH:20])=[O:19])[CH:14]=[CH:15][CH:16]=1)(=[O:10])[C:4]1[CH:9]=[CH:8][CH:7]=[CH:6][CH:5]=1. The yield is 0.800.